Predict the reactants needed to synthesize the given product. From a dataset of Full USPTO retrosynthesis dataset with 1.9M reactions from patents (1976-2016). The reactants are: [C:1]([N:4]([CH3:22])[N:5]([C:13]1[CH:18]=[CH:17][C:16]([CH2:19][C:20]#[N:21])=[CH:15][CH:14]=1)[C:6]([O:8][C:9]([CH3:12])([CH3:11])[CH3:10])=[O:7])(=[O:3])[CH3:2].[BH4-].[Na+]. Given the product [C:1]([N:4]([CH3:22])[N:5]([C:13]1[CH:14]=[CH:15][C:16]([CH2:19][CH2:20][NH2:21])=[CH:17][CH:18]=1)[C:6]([O:8][C:9]([CH3:12])([CH3:11])[CH3:10])=[O:7])(=[O:3])[CH3:2], predict the reactants needed to synthesize it.